Task: Predict the product of the given reaction.. Dataset: Forward reaction prediction with 1.9M reactions from USPTO patents (1976-2016) (1) Given the reactants C(OC([N:8]1[C@H:13]([C:14](=[O:24])[NH:15][N:16]2[CH2:21][CH2:20][CH2:19][C:18]([CH3:23])([CH3:22])[CH2:17]2)[CH2:12][C@@H:11]2[C@H:9]1[CH2:10]2)=O)(C)(C)C.[C:25]([OH:31])([C:27]([F:30])([F:29])[F:28])=[O:26], predict the reaction product. The product is: [F:28][C:27]([F:30])([F:29])[C:25]([OH:31])=[O:26].[CH3:22][C:18]1([CH3:23])[CH2:19][CH2:20][CH2:21][N:16]([NH:15][C:14]([C@@H:13]2[CH2:12][C@@H:11]3[C@@H:9]([CH2:10]3)[NH:8]2)=[O:24])[CH2:17]1. (2) Given the reactants [C:1]1([S:7]([CH2:10][C:11]2[S:12][CH:13]=[C:14]([C:16]3[C:17](=[O:29])[NH:18][C:19]4[C:24]([CH:25]=3)=[CH:23][CH:22]=[C:21]([C:26](O)=[O:27])[CH:20]=4)[N:15]=2)(=[O:9])=[O:8])[CH:6]=[CH:5][CH:4]=[CH:3][CH:2]=1.C(Cl)CCl.C1C=CC2N(O)N=NC=2C=1.[CH3:44][N:45]1[CH2:50][CH2:49][NH:48][CH2:47][CH2:46]1, predict the reaction product. The product is: [C:1]1([S:7]([CH2:10][C:11]2[S:12][CH:13]=[C:14]([C:16]3[C:17](=[O:29])[NH:18][C:19]4[C:24]([CH:25]=3)=[CH:23][CH:22]=[C:21]([C:26]([N:48]3[CH2:49][CH2:50][N:45]([CH3:44])[CH2:46][CH2:47]3)=[O:27])[CH:20]=4)[N:15]=2)(=[O:8])=[O:9])[CH:2]=[CH:3][CH:4]=[CH:5][CH:6]=1. (3) Given the reactants [NH2:1][C@H:2]([CH2:18][CH2:19][C:20]1[CH:25]=[CH:24][C:23]([C:26]([F:29])([F:28])[F:27])=[CH:22][CH:21]=1)[C:3]([NH:5][C:6]1[CH:7]=[CH:8][C:9]2[C:13]([CH3:15])([CH3:14])[O:12][B:11]([OH:16])[C:10]=2[CH:17]=1)=[O:4].[NH:30]([C:47]([O:49][C:50]([CH3:53])([CH3:52])[CH3:51])=[O:48])[C@H:31]([C:44](O)=[O:45])[CH2:32][CH2:33][C:34](=[O:43])[O:35][CH2:36][C:37]1[CH:42]=[CH:41][CH:40]=[CH:39][CH:38]=1.CCN(C(C)C)C(C)C.CN(C(ON1N=NC2C=CC=NC1=2)=[N+](C)C)C.F[P-](F)(F)(F)(F)F, predict the reaction product. The product is: [C:50]([O:49][C:47]([NH:30][C@H:31]([C:44]([NH:1][C@H:2]([CH2:18][CH2:19][C:20]1[CH:21]=[CH:22][C:23]([C:26]([F:28])([F:29])[F:27])=[CH:24][CH:25]=1)[C:3]([NH:5][C:6]1[CH:7]=[CH:8][C:9]2[C:13]([CH3:15])([CH3:14])[O:12][B:11]([OH:16])[C:10]=2[CH:17]=1)=[O:4])=[O:45])[CH2:32][CH2:33][C:34]([O:35][CH2:36][C:37]1[CH:42]=[CH:41][CH:40]=[CH:39][CH:38]=1)=[O:43])=[O:48])([CH3:53])([CH3:52])[CH3:51]. (4) The product is: [NH2:1][CH2:2][CH2:3][C@@H:4]1[C@@H:12]([C@@:13]2([CH3:29])[CH2:18][CH2:17][C@H:16]([OH:19])[CH2:15][C@@H:14]2[CH2:20][OH:21])[CH2:11][CH2:10][C@@:9]2([CH3:30])[C@H:5]1[CH2:6][CH2:7][C:8]2=[CH2:31]. Given the reactants [NH2:1][CH2:2][CH2:3][C@@H:4]1[C@@H:12]([C@@:13]2([CH3:29])[CH2:18][CH2:17][C@H:16]([OH:19])[CH2:15][C@@H:14]2[CH2:20][O:21][Si](C(C)(C)C)(C)C)[CH2:11][CH2:10][C@@:9]2([CH3:30])[C@H:5]1[CH2:6][CH2:7][C:8]2=[CH2:31], predict the reaction product. (5) Given the reactants [NH2:1][C:2]1[C:10]([F:11])=[CH:9][CH:8]=[CH:7][C:3]=1[C:4]([NH2:6])=[O:5].C(O[C:20]([N:22]1[CH2:27][CH2:26][CH:25]([C:28](Cl)=O)[CH2:24][CH2:23]1)=O)C1C=CC=CC=1, predict the reaction product. The product is: [F:11][C:10]1[CH:9]=[CH:8][CH:7]=[C:3]2[C:2]=1[N:1]=[C:28]([CH:25]1[CH2:26][CH2:27][N:22]([CH3:20])[CH2:23][CH2:24]1)[NH:6][C:4]2=[O:5]. (6) The product is: [Cl:3][C:4]1[CH:5]=[C:6]2[C:10](=[CH:11][C:12]=1[N+:13]([O-:15])=[O:14])[C:9](=[O:16])[N:8]([CH:19]([CH3:21])[CH3:20])[C:7]2=[O:17]. Given the reactants [H-].[Na+].[Cl:3][C:4]1[CH:5]=[C:6]2[C:10](=[CH:11][C:12]=1[N+:13]([O-:15])=[O:14])[C:9](=[O:16])[NH:8][C:7]2=[O:17].I[CH:19]([CH3:21])[CH3:20].O, predict the reaction product. (7) The product is: [Cl:27][C:22]1[CH:21]=[C:20]([C:16]2[CH2:17][CH2:18][C:11]3([CH2:10][CH2:9][NH:8][CH2:13][CH2:12]3)[CH2:14][CH:15]=2)[CH:25]=[CH:24][C:23]=1[Cl:26]. Given the reactants C(OC([N:8]1[CH2:13][CH2:12][C:11]2([CH2:18][CH2:17][C:16]([C:20]3[CH:25]=[CH:24][C:23]([Cl:26])=[C:22]([Cl:27])[CH:21]=3)(O)[CH2:15][CH2:14]2)[CH2:10][CH2:9]1)=O)(C)(C)C.C(OCC)(=O)C.[OH-].[Na+], predict the reaction product. (8) Given the reactants N#N.[CH3:3][C:4]1([C:9]2[S:10][C:11]([CH2:14][N:15]3[CH:19]=[C:18]([N+:20]([O-])=O)[CH:17]=[N:16]3)=[CH:12][N:13]=2)[O:8][CH2:7][CH2:6][O:5]1.[NH4+].[Cl-], predict the reaction product. The product is: [CH3:3][C:4]1([C:9]2[S:10][C:11]([CH2:14][N:15]3[CH:19]=[C:18]([NH2:20])[CH:17]=[N:16]3)=[CH:12][N:13]=2)[O:8][CH2:7][CH2:6][O:5]1. (9) Given the reactants [F:1][C:2]1[CH:10]=[CH:9][C:5]([CH:6]=[N:7][OH:8])=[CH:4][CH:3]=1.N1C=CC=CC=1.C1C(=O)N([Cl:24])C(=O)C1, predict the reaction product. The product is: [F:1][C:2]1[CH:10]=[CH:9][C:5]([C:6](=[N:7][OH:8])[Cl:24])=[CH:4][CH:3]=1.